Dataset: Drug-target binding data from BindingDB using Ki measurements. Task: Regression. Given a target protein amino acid sequence and a drug SMILES string, predict the binding affinity score between them. We predict pKi (pKi = -log10(Ki in M); higher means stronger inhibition). Dataset: bindingdb_ki. (1) The compound is CCC(=O)C(=O)c1ccccc1. The target protein (P23141) has sequence MWLRAFILATLSASAAWGHPSSPPVVDTVHGKVLGKFVSLEGFAQPVAIFLGIPFAKPPLGPLRFTPPQPAEPWSFVKNATSYPPMCTQDPKAGQLLSELFTNRKENIPLKLSEDCLYLNIYTPADLTKKNRLPVMVWIHGGGLMVGAASTYDGLALAAHENVVVVTIQYRLGIWGFFSTGDEHSRGNWGHLDQVAALRWVQDNIASFGGNPGSVTIFGESAGGESVSVLVLSPLAKNLFHRAISESGVALTSVLVKKGDVKPLAEQIAITAGCKTTTSAVMVHCLRQKTEEELLETTLKMKFLSLDLQGDPRESQPLLGTVIDGMLLLKTPEELQAERNFHTVPYMVGINKQEFGWLIPMQLMSYPLSEGQLDQKTAMSLLWKSYPLVCIAKELIPEATEKYLGGTDDTVKKKDLFLDLIADVMFGVPSVIVARNHRDAGAPTYMYEFQYRPSFSSDMKPKTVIGDHGDELFSVFGAPFLKEGASEEEIRLSKMVMKFW.... The pKi is 5.8. (2) The small molecule is CCC(CC)CN(C[C@@H](O)[C@H](Cc1ccccc1)NC(=O)O[C@H]1CO[C@H]2OCC[C@@H]12)S(=O)(=O)c1ccc(CO)cc1. The pKi is 9.9. The target protein sequence is PQITLWKRPLVTVKIGGQLREALLDTGADDTVLEDINLPGKWKPKMIGGVGGFIKVKQYEQVLIEICGKKVIGTVLVGPTPVNIIGRNMLTQIGCTLNF. (3) The small molecule is CSC[C@@H]1CN(Cc2c[nH]c3c(N)ncnc23)C[C@H]1O. The target protein sequence is MKIGIIGAMEEEVTLLRDKIEKRQTISLGGCEIYTGQLNGTEVALLKSGIGKVAAALGATLLLEHCKPDVIINTGSAGGLAPTLKVGDIVVSDEARYHDADVTAFGYEYGQLPGCPAGFKADDKLIAAAEACIAELNLNAVRGLIVSGDAFINGSVGLAKIRHNFPQAIAVEMEATAIAHVCHNFNVPFVVVRAISDVADQQSHLSFDEFLAVAAKQSSLMVESLVQKLAHG. The pKi is 8.3. (4) The drug is Cn1cnc(S(=O)(=O)NCCOc2ccc3c(c2)C(Cc2ccccc2)C(N2CCC2)C3)c1. The target protein sequence is MVGKGAKGMLNGAVPSEATKRDQNLKRGNWGNQIEFVLTSVGYAVGLGNVWRFPYLCYRNGGGAFMFPYFIMLIFCGIPLFFMELSFGQFASQGCLGVWRISPMFKGVGYGMMVVSTYIGIYYNVVICIAFYYFFSSMTHVLPWAYCNNPWNTHDCAGVLDASNLTNGSRPAALPSNLSHLLNHSLQRTSPSEEYWRLYVLKLSDDIGNFGEVRLPLLGCLGVSWLVVFLCLIRGVKSSGKVVYFTATFPYVVLTILFVRGVTLEGAFDGIMYYLTPQWDKILEAKVWGDAASQIFYSLGCAWGGLITMASYNKFHNNCYRDSVIISITNCATSVYAGFVIFSILGFMANHLGVDVSRVADHGPGLAFVAYPEALTLLPISPLWSLLFFFMLILLGLGTQFCLLETLVTAIVDEVGNEWILQKKTYVTLGVAVAGFLLGIPLTSQAGIYWLLLMDNYAASFSLVVISCIMCVAIMYIYGHRNYFQDIQMMLGFPPPLFFQ.... The pKi is 8.0. (5) The target protein sequence is MDSPIQIFRGEPGPTCAPSACLPPNSSAWFPGWAEPDSNGSAGSEDAQLEPAHISPAIPVIITAVYSVVFVVGLVGNSLVMFVIIRYTKMKTATNIYIFNLALADALVTTTMPFQSTVFLMNSWPFGDVLCKIVISIDYYNMFTSIFTLTMMSVDRYIAVCHPVKALDFRTPLKAKIINICIWLLSSSVGISAIVLGGTKVREDVDVIECSLQFPDDDYSWWDLFMKICVFIFAFVIPVLIIIVCYTLMILRLKSVRLLSGSREKDRNLRRITRLVLVVVAVFVVCWTPIHIFILVEALGSTSHSTAALSSYYFCIALGYTNSSLNPILYAFLDENFKRCFRDFCFPLKMRMERQSTSRVRNTVQDPAYLRDIDGMNKPV. The compound is CC[C@H](C)[C@H](NC(=O)[C@H](CCCNC(=N)N)NC(=O)[C@H](CCCNC(=N)N)NC(=O)[C@H](CC(C)C)NC(=O)[C@H](Cc1ccccc1)NC(=O)CNC(=O)CNC(=O)[C@@H](N)Cc1ccc(O)cc1)C(=O)N[C@@H](CCCNC(=N)N)C(=O)N1CCC[C@H]1C(=O)N[C@@H](CCCCN)C(=O)N[C@@H](CC(C)C)C(=O)N[C@@H](CCCCN)C(=O)O. The pKi is 7.7.